This data is from Forward reaction prediction with 1.9M reactions from USPTO patents (1976-2016). The task is: Predict the product of the given reaction. (1) Given the reactants [CH3:1][O:2][C:3]1[CH:4]=[C:5]([O:16][C:17]2[CH:18]=[N:19][C:20]([S:23]([CH3:26])(=[O:25])=[O:24])=[CH:21][CH:22]=2)[CH:6]=[C:7]2[C:11]=1[NH:10][C:9]([C:12]([O:14]C)=[O:13])=[CH:8]2.[OH-].[Na+], predict the reaction product. The product is: [CH3:1][O:2][C:3]1[CH:4]=[C:5]([O:16][C:17]2[CH:18]=[N:19][C:20]([S:23]([CH3:26])(=[O:25])=[O:24])=[CH:21][CH:22]=2)[CH:6]=[C:7]2[C:11]=1[NH:10][C:9]([C:12]([OH:14])=[O:13])=[CH:8]2. (2) Given the reactants Cl.[Br:2][C:3]1[CH:4]=[C:5]([CH:9]=[CH:10][C:11]=1[O:12][C:13]([F:16])([F:15])[F:14])[C:6]([OH:8])=[O:7].[CH3:17]O, predict the reaction product. The product is: [Br:2][C:3]1[CH:4]=[C:5]([CH:9]=[CH:10][C:11]=1[O:12][C:13]([F:14])([F:15])[F:16])[C:6]([O:8][CH3:17])=[O:7]. (3) Given the reactants [Cl:1][C:2]1[CH:7]=[CH:6][C:5]([O:8][C:9]2[CH:14]=[CH:13][C:12]([CH2:15][CH2:16][C:17](=[NH:19])[NH2:18])=[CH:11][CH:10]=2)=[CH:4][C:3]=1[C:20]([F:23])([F:22])[F:21].C([O-])([O-])=O.[K+].[K+].[CH:30]([CH:32]([CH2:37][C:38]1[CH:39]=[N:40][CH:41]=[N:42][CH:43]=1)[C:33](OC)=O)=[O:31], predict the reaction product. The product is: [Cl:1][C:2]1[CH:7]=[CH:6][C:5]([O:8][C:9]2[CH:10]=[CH:11][C:12]([CH2:15][CH2:16][C:17]3[NH:18][CH:33]=[C:32]([CH2:37][C:38]4[CH:43]=[N:42][CH:41]=[N:40][CH:39]=4)[C:30](=[O:31])[N:19]=3)=[CH:13][CH:14]=2)=[CH:4][C:3]=1[C:20]([F:21])([F:22])[F:23]. (4) Given the reactants [NH2:1][C@H:2]1[CH2:7][O:6][C@@H:5]([CH:8]([C:15]2[CH:20]=[CH:19][CH:18]=[CH:17][CH:16]=2)[C:9]2[CH:14]=[CH:13][CH:12]=[CH:11][CH:10]=2)[CH2:4][C@@H:3]1[OH:21].[NH:22]1[C:30]2[C:25](=[CH:26][C:27]([CH:31]=O)=[CH:28][CH:29]=2)[CH:24]=[CH:23]1.C(O)(=O)C.C([C@@H]1CC=CCO1)(C1C=CC=CC=1)C1C=CC=CC=1, predict the reaction product. The product is: [CH:8]([C@H:5]1[CH2:4][C@H:3]([OH:21])[C@@H:2]([NH:1][CH2:31][C:27]2[CH:26]=[C:25]3[C:30](=[CH:29][CH:28]=2)[NH:22][CH:23]=[CH:24]3)[CH2:7][O:6]1)([C:9]1[CH:14]=[CH:13][CH:12]=[CH:11][CH:10]=1)[C:15]1[CH:20]=[CH:19][CH:18]=[CH:17][CH:16]=1. (5) Given the reactants [NH2:1][C:2]1[CH:3]=[C:4]([OH:12])[C:5](=[CH:10][CH:11]=1)[C:6]([O:8]C)=[O:7].[Br:13][C:14]1[CH:24]=[CH:23][C:17]([CH2:18][S:19](Cl)(=[O:21])=[O:20])=[CH:16][CH:15]=1, predict the reaction product. The product is: [Br:13][C:14]1[CH:24]=[CH:23][C:17]([CH2:18][S:19]([NH:1][C:2]2[CH:11]=[CH:10][C:5]([C:6]([OH:8])=[O:7])=[C:4]([OH:12])[CH:3]=2)(=[O:21])=[O:20])=[CH:16][CH:15]=1. (6) Given the reactants [CH3:1][O:2][CH2:3][C:4]([C:6]1[CH:11]=[CH:10][CH:9]=[CH:8][CH:7]=1)=[O:5].[BH4-].[Na+], predict the reaction product. The product is: [CH3:1][O:2][CH2:3][CH:4]([C:6]1[CH:11]=[CH:10][CH:9]=[CH:8][CH:7]=1)[OH:5]. (7) Given the reactants [H-].[Na+].[Cl:3][C:4]1[C:13]2[C:8](=[CH:9][CH:10]=[CH:11][CH:12]=2)[C:7]([OH:14])=[N:6][N:5]=1.I[CH2:16][CH3:17], predict the reaction product. The product is: [Cl:3][C:4]1[C:13]2[C:8](=[CH:9][CH:10]=[CH:11][CH:12]=2)[C:7](=[O:14])[N:6]([CH2:16][CH3:17])[N:5]=1. (8) Given the reactants [NH2:1][C:2]1[CH:3]=[CH:4][C:5]([O:8][CH3:9])=[N:6][CH:7]=1.N1C=CC=CC=1.Cl[C:17]([O:19][CH2:20][C:21]([Cl:24])([Cl:23])[Cl:22])=[O:18], predict the reaction product. The product is: [CH3:9][O:8][C:5]1[N:6]=[CH:7][C:2]([NH:1][C:17](=[O:18])[O:19][CH2:20][C:21]([Cl:24])([Cl:23])[Cl:22])=[CH:3][CH:4]=1.